This data is from Full USPTO retrosynthesis dataset with 1.9M reactions from patents (1976-2016). The task is: Predict the reactants needed to synthesize the given product. (1) Given the product [CH2:1]([O:8][C:9]([N:11]1[CH2:15][C@H:14]([O:16][CH2:17][C:18]2[CH:23]=[CH:22][C:21]([O:24][CH3:25])=[CH:20][CH:19]=2)[CH2:13][C@H:12]1[CH2:26][OH:27])=[O:10])[C:2]1[CH:7]=[CH:6][CH:5]=[CH:4][CH:3]=1, predict the reactants needed to synthesize it. The reactants are: [CH2:1]([O:8][C:9]([N:11]1[CH2:15][C@H:14]([O:16][CH2:17][C:18]2[CH:23]=[CH:22][C:21]([O:24][CH3:25])=[CH:20][CH:19]=2)[CH2:13][C@H:12]1[C:26](O)=[O:27])=[O:10])[C:2]1[CH:7]=[CH:6][CH:5]=[CH:4][CH:3]=1.B.O1CCCC1.CO.O. (2) The reactants are: C[O:2][C:3](=O)[C:4]1[CH:9]=[C:8]([N:10]2[CH2:14][CH2:13][CH2:12][CH2:11]2)[CH:7]=[CH:6][C:5]=1[C:15]1[S:16][C:17]2[CH:23]([OH:24])[CH2:22][CH2:21][CH2:20][C:18]=2[N:19]=1.[H-].[H-].[H-].[H-].[Li+].[Al+3]. Given the product [OH:2][CH2:3][C:4]1[CH:9]=[C:8]([N:10]2[CH2:14][CH2:13][CH2:12][CH2:11]2)[CH:7]=[CH:6][C:5]=1[C:15]1[S:16][C:17]2[CH:23]([OH:24])[CH2:22][CH2:21][CH2:20][C:18]=2[N:19]=1, predict the reactants needed to synthesize it.